Dataset: Forward reaction prediction with 1.9M reactions from USPTO patents (1976-2016). Task: Predict the product of the given reaction. (1) Given the reactants [CH3:1][C:2]1[CH:7]=[C:6]([CH:8]=O)[CH:5]=[CH:4][C:3]=1[C:10]1[CH:15]=[CH:14][CH:13]=[CH:12][C:11]=1[C:16]([F:19])([F:18])[F:17].[CH3:20][NH:21][CH2:22][CH:23]([C:25]1[CH:30]=[CH:29][CH:28]=[CH:27][CH:26]=1)[OH:24].[BH-](OC(C)=O)(OC(C)=O)OC(C)=O.[Na+], predict the reaction product. The product is: [CH3:20][N:21]([CH2:22][CH:23]([C:25]1[CH:30]=[CH:29][CH:28]=[CH:27][CH:26]=1)[OH:24])[CH2:8][C:6]1[CH:5]=[CH:4][C:3]([C:10]2[CH:15]=[CH:14][CH:13]=[CH:12][C:11]=2[C:16]([F:17])([F:18])[F:19])=[C:2]([CH3:1])[CH:7]=1. (2) Given the reactants [Cl:1][C:2]1[CH:3]=[C:4]([C:10]2[CH:15]=[CH:14][C:13]([O:16]C)=[CH:12][C:11]=2[CH3:18])[CH:5]=[CH:6][C:7]=1[CH:8]=[O:9].Cl.[NH+]1C=CC=CC=1.Cl, predict the reaction product. The product is: [Cl:1][C:2]1[CH:3]=[C:4]([C:10]2[CH:15]=[CH:14][C:13]([OH:16])=[CH:12][C:11]=2[CH3:18])[CH:5]=[CH:6][C:7]=1[CH:8]=[O:9].